This data is from Forward reaction prediction with 1.9M reactions from USPTO patents (1976-2016). The task is: Predict the product of the given reaction. (1) Given the reactants Br[C:2]1[CH:3]=[CH:4][C:5]([NH2:8])=[N:6][CH:7]=1.[O-:9]P([O-])([O-])=O.[K+].[K+].[K+].CN[CH2:19][CH2:20][NH:21][CH3:22].[NH:23]1[C:31]2[C:26](=CC=C[CH:30]=2)[CH:25]=[CH:24]1.BrC1C=NC=CC=1.[OH2:39], predict the reaction product. The product is: [N+:23]([C:31]1[CH:26]=[C:25]2[C:20](=[CH:19][CH:30]=1)[N:21]([C:2]1[CH:3]=[CH:4][C:5]([NH2:8])=[N:6][CH:7]=1)[CH:22]=[CH:24]2)([O-:9])=[O:39]. (2) The product is: [F:22][C:23]1[CH:28]=[CH:27][C:26]([O:29][CH2:30][CH2:31][CH2:32][N:1]2[CH2:2][CH2:3][C:4]3([O:11][C:10]4[C:12]5[C:17]([C:18](=[O:21])[C:19](=[O:20])[C:9]=4[S:8][CH2:7]3)=[CH:16][CH:15]=[CH:14][CH:13]=5)[CH2:5][CH2:6]2)=[CH:25][CH:24]=1. Given the reactants [NH:1]1[CH2:6][CH2:5][C:4]2([O:11][C:10]3[C:12]4[C:17]([C:18](=[O:21])[C:19](=[O:20])[C:9]=3[S:8][CH2:7]2)=[CH:16][CH:15]=[CH:14][CH:13]=4)[CH2:3][CH2:2]1.[F:22][C:23]1[CH:28]=[CH:27][C:26]([O:29][CH2:30][CH2:31][CH2:32]I)=[CH:25][CH:24]=1, predict the reaction product. (3) Given the reactants [CH:1]1([C@@H:4]([C:11]2[CH:16]=[CH:15][C:14](I)=[C:13]([O:18][CH:19]([C:22]3[CH:27]=[CH:26][C:25]([C:28]4[CH:33]=[C:32]([O:34][CH3:35])[CH:31]=[CH:30][C:29]=4[F:36])=[CH:24][N:23]=3)[CH2:20][OH:21])[CH:12]=2)[C@H:5]([CH3:10])[C:6]([O:8][CH3:9])=[O:7])[CH2:3][CH2:2]1.C([O-])([O-])=O.[Cs+].[Cs+], predict the reaction product. The product is: [CH:1]1([C@@H:4]([C:11]2[CH:16]=[CH:15][C:14]3[O:21][CH2:20][CH:19]([C:22]4[CH:27]=[CH:26][C:25]([C:28]5[CH:33]=[C:32]([O:34][CH3:35])[CH:31]=[CH:30][C:29]=5[F:36])=[CH:24][N:23]=4)[O:18][C:13]=3[CH:12]=2)[C@H:5]([CH3:10])[C:6]([O:8][CH3:9])=[O:7])[CH2:3][CH2:2]1. (4) Given the reactants [Br:1][C:2]1[CH:7]=[CH:6][C:5]([CH:8]([C:14]2[CH:19]=[CH:18][C:17]([Br:20])=[CH:16][CH:15]=2)[S:9][CH2:10][C:11]([OH:13])=O)=[CH:4][CH:3]=1.[C:21]1([CH2:27][CH2:28][CH2:29][NH2:30])[CH:26]=[CH:25][CH:24]=[CH:23][CH:22]=1, predict the reaction product. The product is: [Br:20][C:17]1[CH:18]=[CH:19][C:14]([CH:8]([C:5]2[CH:4]=[CH:3][C:2]([Br:1])=[CH:7][CH:6]=2)[S:9][CH2:10][C:11]([NH:30][CH2:29][CH2:28][CH2:27][C:21]2[CH:26]=[CH:25][CH:24]=[CH:23][CH:22]=2)=[O:13])=[CH:15][CH:16]=1.